This data is from Reaction yield outcomes from USPTO patents with 853,638 reactions. The task is: Predict the reaction yield, written as a fraction of the theoretical maximum amount of product (1.0 means a 100% yield; for example, 0.34 means a 34% yield). (1) The reactants are [CH3:1][O:2][C:3]1[CH:16]=[C:15]([O:17][CH3:18])[CH:14]=[CH:13][C:4]=1[CH2:5][NH:6][C:7]1[S:11][N:10]=[C:9]([CH3:12])[N:8]=1.C[Si]([N-][Si](C)(C)C)(C)C.[Li+].[F:29][C:30]1[CH:35]=[C:34]([F:36])[C:33]([F:37])=[CH:32][C:31]=1[S:38](Cl)(=[O:40])=[O:39]. The catalyst is O1CCCC1. The product is [CH3:1][O:2][C:3]1[CH:16]=[C:15]([O:17][CH3:18])[CH:14]=[CH:13][C:4]=1[CH2:5][N:6]([C:7]1[S:11][N:10]=[C:9]([CH3:12])[N:8]=1)[S:38]([C:31]1[CH:32]=[C:33]([F:37])[C:34]([F:36])=[CH:35][C:30]=1[F:29])(=[O:40])=[O:39]. The yield is 0.420. (2) The reactants are [NH2:1][C:2]1[CH:3]=[N:4][C:5]2[C:10]([C:11]=1[Br:12])=[CH:9][C:8](OC)=[CH:7][CH:6]=2.[F:15][B-:16]([F:19])([F:18])[F:17].[N:20]#[O+].C1[CH2:26][O:25]CC1. No catalyst specified. The product is [F:15][B-:16]([F:19])([F:18])[F:17].[Br:12][C:11]1[C:2]([N+:1]#[N:20])([O:25][CH3:26])[CH2:3][N:4]=[C:5]2[C:10]=1[CH:9]=[CH:8][CH:7]=[CH:6]2. The yield is 0.760. (3) The reactants are [Br:1][C:2]1[CH:3]=[CH:4][C:5]([CH3:11])=[C:6]([CH:10]=1)[C:7]([OH:9])=[O:8].[C:12]([O-])([O-])=O.[K+].[K+].CI. The catalyst is CN(C=O)C. The product is [CH3:12][O:8][C:7](=[O:9])[C:6]1[CH:10]=[C:2]([Br:1])[CH:3]=[CH:4][C:5]=1[CH3:11]. The yield is 0.820. (4) The yield is 0.230. No catalyst specified. The product is [F:9][C:10]1[CH:50]=[N:49][C:13]2[N:14]([C:34]3[CH:35]=[C:36]([C:2]4[CH:7]=[CH:6][CH:5]=[CH:4][C:3]=4[CH3:8])[CH:37]=[CH:38][CH:39]=3)[C:15](=[O:33])[N:16]([C@@H:19]3[CH2:20][CH2:21][C@H:22]([NH:25][C:26](=[O:32])[O:27][C:28]([CH3:30])([CH3:29])[CH3:31])[CH2:23][CH2:24]3)[C:17](=[O:18])[C:12]=2[CH:11]=1. The reactants are Br[C:2]1[CH:7]=[CH:6][CH:5]=[CH:4][C:3]=1[CH3:8].[F:9][C:10]1[CH:50]=[N:49][C:13]2[N:14]([C:34]3[CH:39]=[CH:38][CH:37]=[C:36](B4OC(C)(C)C(C)(C)O4)[CH:35]=3)[C:15](=[O:33])[N:16]([C@@H:19]3[CH2:24][CH2:23][C@H:22]([NH:25][C:26](=[O:32])[O:27][C:28]([CH3:31])([CH3:30])[CH3:29])[CH2:21][CH2:20]3)[C:17](=[O:18])[C:12]=2[CH:11]=1. (5) The reactants are [NH:1]([C:3]1[CH:8]=[C:7]([C:9]#[N:10])[CH:6]=[CH:5][N:4]=1)[NH2:2].C([O:13][C:14](=O)[CH:15]([C:19]1[CH:24]=[CH:23][CH:22]=[CH:21][CH:20]=1)[C:16](=O)[CH3:17])C. No catalyst specified. The product is [OH:13][C:14]1[N:1]([C:3]2[CH:8]=[C:7]([C:9]#[N:10])[CH:6]=[CH:5][N:4]=2)[N:2]=[C:16]([CH3:17])[C:15]=1[C:19]1[CH:24]=[CH:23][CH:22]=[CH:21][CH:20]=1. The yield is 0.290. (6) The reactants are [N+:1]([C:4]1[C:9]2[N:10]=[C:11]([C:13]3[CH:18]=[CH:17][C:16]([CH3:19])=[CH:15][CH:14]=3)[O:12][C:8]=2[CH:7]=[CH:6][CH:5]=1)([O-])=O.[Sn](Cl)Cl.C([O-])(O)=O.[Na+]. The catalyst is C(O)C. The product is [C:16]1([CH3:19])[CH:15]=[CH:14][C:13]([C:11]2[O:12][C:8]3[C:9](=[C:4]([NH2:1])[CH:5]=[CH:6][CH:7]=3)[N:10]=2)=[CH:18][CH:17]=1. The yield is 0.650. (7) The reactants are [F:1][C:2]1[C:7]2[CH2:8][CH:9]([CH2:11][N:12]=[N+]=[N-])[O:10][C:6]=2[C:5]([C:15]2[CH:20]=[CH:19][CH:18]=[CH:17][C:16]=2[CH3:21])=[CH:4][C:3]=1[F:22]. The catalyst is [Pt]. The product is [F:1][C:2]1[C:7]2[CH2:8][CH:9]([CH2:11][NH2:12])[O:10][C:6]=2[C:5]([C:15]2[CH:20]=[CH:19][CH:18]=[CH:17][C:16]=2[CH3:21])=[CH:4][C:3]=1[F:22]. The yield is 0.670.